From a dataset of Forward reaction prediction with 1.9M reactions from USPTO patents (1976-2016). Predict the product of the given reaction. (1) Given the reactants [CH3:1][C:2]1[S:3][C:4]2[CH:10]=[CH:9][C:8]([O:11][CH2:12][CH:13]3[CH2:15][O:14]3)=[CH:7][C:5]=2[N:6]=1.[N:16]1([C:22]([O:24][C:25]([CH3:28])([CH3:27])[CH3:26])=[O:23])[CH2:21][CH2:20][NH:19][CH2:18][CH2:17]1, predict the reaction product. The product is: [OH:14][C@@H:13]([CH2:12][O:11][C:8]1[CH:9]=[CH:10][C:4]2[S:3][C:2]([CH3:1])=[N:6][C:5]=2[CH:7]=1)[CH2:15][N:19]1[CH2:18][CH2:17][N:16]([C:22]([O:24][C:25]([CH3:28])([CH3:27])[CH3:26])=[O:23])[CH2:21][CH2:20]1. (2) The product is: [C:17]([C:21]1[CH:22]=[CH:23][C:24]([CH:25]=[CH:26][C:27]([NH:16][C:15]2[C:6]([Cl:5])=[N:7][C:8]3[C:13]([CH:14]=2)=[CH:12][CH:11]=[CH:10][CH:9]=3)=[O:28])=[CH:31][CH:32]=1)([CH3:20])([CH3:18])[CH3:19]. Given the reactants C[Al](C)C.[Cl:5][C:6]1[C:15]([NH2:16])=[CH:14][C:13]2[C:8](=[CH:9][CH:10]=[CH:11][CH:12]=2)[N:7]=1.[C:17]([C:21]1[CH:32]=[CH:31][C:24]([CH:25]=[CH:26][C:27](OC)=[O:28])=[CH:23][CH:22]=1)([CH3:20])([CH3:19])[CH3:18].CO, predict the reaction product. (3) Given the reactants [NH:1]1[C:9]2[CH:8]=[CH:7][N:6]=[CH:5][C:4]=2[N:3]=[N:2]1.I[C:11]1[CH:16]=[CH:15][CH:14]=[CH:13][CH:12]=1.C([O-])([O-])=O.[Cs+].[Cs+].COC1C2C(=C3C(=CC=2)C(OC)=CC=N3)N=CC=1, predict the reaction product. The product is: [C:11]1([N:1]2[C:9]3[CH:8]=[CH:7][N:6]=[CH:5][C:4]=3[N:3]=[N:2]2)[CH:16]=[CH:15][CH:14]=[CH:13][CH:12]=1. (4) Given the reactants COC1C=CC(C[N:8](CC2C=CC(OC)=CC=2)[C:9]2[N:14]=[C:13]([CH3:15])[N:12]=[C:11]([C:16]3[C:17]([NH:34][C:35]4[CH:44]=[C:43]5[C:38]([CH:39]=[CH:40][CH:41]=[N:42]5)=[CH:37][CH:36]=4)=[N:18][CH:19]=[C:20]([C@H:22]([N:24]4[CH2:29][CH2:28][N:27]([S:30]([CH3:33])(=[O:32])=[O:31])[CH2:26][CH2:25]4)[CH3:23])[CH:21]=3)[N:10]=2)=CC=1.FC(F)(F)S(O)(=O)=O.[C:64]([OH:70])([C:66]([F:69])([F:68])[F:67])=[O:65], predict the reaction product. The product is: [F:67][C:66]([F:69])([F:68])[C:64]([OH:70])=[O:65].[NH2:8][C:9]1[N:14]=[C:13]([CH3:15])[N:12]=[C:11]([C:16]2[C:17]([NH:34][C:35]3[CH:44]=[C:43]4[C:38]([CH:39]=[CH:40][CH:41]=[N:42]4)=[CH:37][CH:36]=3)=[N:18][CH:19]=[C:20]([C@H:22]([N:24]3[CH2:25][CH2:26][N:27]([S:30]([CH3:33])(=[O:31])=[O:32])[CH2:28][CH2:29]3)[CH3:23])[CH:21]=2)[N:10]=1. (5) Given the reactants C([O:3][C:4]([C:6]1[NH:7][C:8]2[C:13]([CH:14]=1)=[CH:12][CH:11]=[C:10]([C:15](=[O:17])[NH2:16])[CH:9]=2)=[O:5])C.Cl, predict the reaction product. The product is: [C:15]([C:10]1[CH:9]=[C:8]2[C:13]([CH:14]=[C:6]([C:4]([OH:5])=[O:3])[NH:7]2)=[CH:12][CH:11]=1)(=[O:17])[NH2:16]. (6) Given the reactants [NH2:1][C:2]1[CH:7]=[C:6]([CH3:8])[CH:5]=[C:4]([CH3:9])[C:3]=1[OH:10].C(OCC)(=O)C.C(=O)([O-])O.[Na+].[Br:22][CH:23]([CH3:27])[C:24](Br)=[O:25], predict the reaction product. The product is: [Br:22][CH:23]([CH3:27])[C:24]([NH:1][C:2]1[CH:7]=[C:6]([CH3:8])[CH:5]=[C:4]([CH3:9])[C:3]=1[OH:10])=[O:25]. (7) Given the reactants Br[C:2]1[CH:7]=[CH:6][CH:5]=[CH:4][C:3]=1[C:8]1[CH:13]=[CH:12][C:11]([CH2:14][N:15]2[CH:19]=[CH:18][CH:17]=[C:16]2[CH2:20][CH3:21])=[CH:10][CH:9]=1.C(B(CC)[C:25]1[CH:26]=[N:27][CH:28]=[CH:29][CH:30]=1)C.C(=O)([O-])[O-].[Na+].[Na+], predict the reaction product. The product is: [CH2:20]([C:16]1[N:15]([CH2:14][C:11]2[CH:12]=[CH:13][C:8]([C:3]3[CH:4]=[CH:5][CH:6]=[CH:7][C:2]=3[C:25]3[CH:26]=[N:27][CH:28]=[CH:29][CH:30]=3)=[CH:9][CH:10]=2)[CH:19]=[CH:18][CH:17]=1)[CH3:21]. (8) Given the reactants Cl.[N+:2]([C:5]1[CH:6]=[N:7][N:8]([CH2:10][CH2:11][NH2:12])[CH:9]=1)([O-:4])=[O:3].C(N(CC)CC)C.[CH3:20][S:21](Cl)(=[O:23])=[O:22].O, predict the reaction product. The product is: [N+:2]([C:5]1[CH:6]=[N:7][N:8]([CH2:10][CH2:11][NH:12][S:21]([CH3:20])(=[O:23])=[O:22])[CH:9]=1)([O-:4])=[O:3]. (9) Given the reactants [S:1]1[C:5]2[CH:6]=[CH:7][CH:8]=[CH:9][C:4]=2[N:3]=[C:2]1[C:10](Cl)=[O:11].[NH2:13][CH2:14][CH2:15][CH2:16][CH2:17][OH:18].C([O-])([O-])=O.[K+].[K+], predict the reaction product. The product is: [OH:18][CH2:17][CH2:16][CH2:15][CH2:14][NH:13][C:10]([C:2]1[S:1][C:5]2[CH:6]=[CH:7][CH:8]=[CH:9][C:4]=2[N:3]=1)=[O:11].